This data is from Catalyst prediction with 721,799 reactions and 888 catalyst types from USPTO. The task is: Predict which catalyst facilitates the given reaction. Reactant: [Si:1]([O:8][C@@H:9]([CH2:16][CH2:17][CH2:18][O:19][Si:20]([C:33]([CH3:36])([CH3:35])[CH3:34])([C:27]1[CH:32]=[CH:31][CH:30]=[CH:29][CH:28]=1)[C:21]1[CH:26]=[CH:25][CH:24]=[CH:23][CH:22]=1)[CH2:10][C:11](=[CH2:15])[C:12](=O)[CH3:13])([C:4]([CH3:7])([CH3:6])[CH3:5])([CH3:3])[CH3:2].C(N(CC)CC)C. Product: [CH3:6][C:4]([CH3:7])([Si:1]([CH3:2])([CH3:3])[O:8][C@H:9]([CH2:10][C:11]([CH3:15])=[C:12]=[CH2:13])[CH2:16][CH2:17][CH2:18][O:19][Si:20]([C:21]1[CH:22]=[CH:23][CH:24]=[CH:25][CH:26]=1)([C:27]1[CH:32]=[CH:31][CH:30]=[CH:29][CH:28]=1)[C:33]([CH3:34])([CH3:35])[CH3:36])[CH3:5]. The catalyst class is: 8.